From a dataset of CYP3A4 inhibition data for predicting drug metabolism from PubChem BioAssay. Regression/Classification. Given a drug SMILES string, predict its absorption, distribution, metabolism, or excretion properties. Task type varies by dataset: regression for continuous measurements (e.g., permeability, clearance, half-life) or binary classification for categorical outcomes (e.g., BBB penetration, CYP inhibition). Dataset: cyp3a4_veith. (1) The molecule is COCc1nnc(NC(=O)CSc2ccc(C)cc2)s1. The result is 0 (non-inhibitor). (2) The molecule is CC(C)CN1CC2(CCN(C(=O)Oc3ccccc3)CC2)C1. The result is 0 (non-inhibitor). (3) The molecule is C[N+](C)(N)Cc1nc(-c2ccc(Cl)cc2)no1. The result is 0 (non-inhibitor). (4) The molecule is COc1ccccc1NC(=O)C1=C(C)Nc2nnnn2C1c1cccc(Br)c1. The result is 1 (inhibitor). (5) The compound is COC(=O)C1(C)C=C2C(=C(c3ccccc3)C(=O)C2C)CN1. The result is 1 (inhibitor). (6) The molecule is Cc1cccc(-n2c(Cn3nc(C)c([N+](=O)[O-])c3C)n[nH]c2=S)c1. The result is 0 (non-inhibitor). (7) The drug is COC(=O)[C@@]1(Cc2ccc(OC)cc2)[C@H]2c3cc(C(=O)N4CCCC4)n(Cc4ccc(C)c(F)c4F)c3C[C@H]2CN1C(=O)c1ccccc1. The result is 1 (inhibitor).